Regression. Given a peptide amino acid sequence and an MHC pseudo amino acid sequence, predict their binding affinity value. This is MHC class II binding data. From a dataset of Peptide-MHC class II binding affinity with 134,281 pairs from IEDB. (1) The peptide sequence is AFKVASTAANAAPAN. The MHC is DRB1_0901 with pseudo-sequence DRB1_0901. The binding affinity (normalized) is 0.707. (2) The peptide sequence is NLDVIISSIVRQLFK. The MHC is DRB1_0101 with pseudo-sequence DRB1_0101. The binding affinity (normalized) is 0.837. (3) The peptide sequence is NSVIQALTSLGLLYT. The MHC is DRB1_0901 with pseudo-sequence DRB1_0901. The binding affinity (normalized) is 0.846. (4) The peptide sequence is VRIFSTNQGGFMLPI. The MHC is DRB1_0101 with pseudo-sequence DRB1_0101. The binding affinity (normalized) is 1.00. (5) The peptide sequence is MKYLAAFLLLGLAGN. The MHC is DRB1_0401 with pseudo-sequence DRB1_0401. The binding affinity (normalized) is 0.195. (6) The peptide sequence is GFTRRFKFLLNISYL. The MHC is DRB5_0101 with pseudo-sequence DRB5_0101. The binding affinity (normalized) is 0.829. (7) The peptide sequence is LEDDSQIELAELTDF. The MHC is DRB1_0101 with pseudo-sequence DRB1_0101. The binding affinity (normalized) is 0.494. (8) The peptide sequence is LKGTFTYNKMTCLIL. The MHC is DRB4_0101 with pseudo-sequence DRB4_0103. The binding affinity (normalized) is 0.623. (9) The peptide sequence is TPFPHRKGVLFNIQY. The MHC is HLA-DPA10201-DPB11401 with pseudo-sequence HLA-DPA10201-DPB11401. The binding affinity (normalized) is 0.